From a dataset of Reaction yield outcomes from USPTO patents with 853,638 reactions. Predict the reaction yield, written as a fraction of the theoretical maximum amount of product (1.0 means a 100% yield; for example, 0.34 means a 34% yield). (1) The reactants are [CH3:1][C:2]1[C:11]([NH:12][C@@H:13]2[CH2:17][CH2:16][NH:15][CH2:14]2)=[N:10][C:9]2[C:4](=[CH:5][CH:6]=[CH:7][C:8]=2[C:18]2[NH:26][C:25]3[CH2:24][CH2:23][NH:22][C:21](=[O:27])[C:20]=3[CH:19]=2)[N:3]=1.CCN(CC)CC.[CH3:35][C:36](OC(C)=O)=[O:37]. The catalyst is C(Cl)Cl. The product is [C:36]([N:15]1[CH2:16][CH2:17][C@@H:13]([NH:12][C:11]2[C:2]([CH3:1])=[N:3][C:4]3[C:9]([N:10]=2)=[C:8]([C:18]2[NH:26][C:25]4[CH2:24][CH2:23][NH:22][C:21](=[O:27])[C:20]=4[CH:19]=2)[CH:7]=[CH:6][CH:5]=3)[CH2:14]1)(=[O:37])[CH3:35]. The yield is 0.478. (2) The reactants are C([O:8][CH2:9][C:10]1([C:22]([OH:24])=[O:23])[CH2:14][CH2:13][CH2:12][N:11]1[C:15]([O:17][C:18]([CH3:21])([CH3:20])[CH3:19])=[O:16])C1C=CC=CC=1. The catalyst is CO.[Pd]. The product is [C:18]([O:17][C:15]([N:11]1[CH2:12][CH2:13][CH2:14][C:10]1([CH2:9][OH:8])[C:22]([OH:24])=[O:23])=[O:16])([CH3:21])([CH3:20])[CH3:19]. The yield is 0.820. (3) The reactants are [O:1]=[C:2]1[CH:6]([CH2:7][N:8]2[CH:12]=[C:11]([C:13]3[N:21](COCC[Si](C)(C)C)[C:20]4[C:19](=[O:30])[N:18]([CH2:31][CH2:32][CH3:33])[C:17](=[O:34])[N:16]([CH2:35][CH2:36][CH3:37])[C:15]=4[N:14]=3)[CH:10]=[N:9]2)[CH2:5][CH2:4][N:3]1[C:38]1[CH:43]=[CH:42][CH:41]=[C:40]([C:44]([F:47])([F:46])[F:45])[CH:39]=1.Cl. The catalyst is C(O)C. The product is [O:1]=[C:2]1[CH:6]([CH2:7][N:8]2[CH:12]=[C:11]([C:13]3[NH:21][C:20]4[C:19](=[O:30])[N:18]([CH2:31][CH2:32][CH3:33])[C:17](=[O:34])[N:16]([CH2:35][CH2:36][CH3:37])[C:15]=4[N:14]=3)[CH:10]=[N:9]2)[CH2:5][CH2:4][N:3]1[C:38]1[CH:43]=[CH:42][CH:41]=[C:40]([C:44]([F:47])([F:46])[F:45])[CH:39]=1. The yield is 0.830. (4) The reactants are [CH3:1][O:2][C:3](=[O:17])[C@@H:4]([O:14][CH2:15][CH3:16])[CH2:5][C:6]1[CH:11]=[CH:10][C:9]([OH:12])=[CH:8][C:7]=1[CH3:13].Cl[CH2:19][C:20]1[N:21]=[C:22]([C:26]2[CH:31]=[CH:30][CH:29]=[CH:28][C:27]=2[CH3:32])[O:23][C:24]=1[CH3:25].C(=O)([O-])[O-].[Cs+].[Cs+].[I-].[K+]. The catalyst is CC(C)=O. The product is [CH3:1][O:2][C:3](=[O:17])[C@@H:4]([O:14][CH2:15][CH3:16])[CH2:5][C:6]1[CH:11]=[CH:10][C:9]([O:12][CH2:19][C:20]2[N:21]=[C:22]([C:26]3[CH:31]=[CH:30][CH:29]=[CH:28][C:27]=3[CH3:32])[O:23][C:24]=2[CH3:25])=[CH:8][C:7]=1[CH3:13]. The yield is 0.700. (5) The product is [Br:1][C:2]1[CH:11]=[CH:10][C:9]2[C:4](=[CH:5][CH:6]=[C:7]([O:12][C@H:24]3[CH2:29][CH2:28][C@H:27]([C:30]([CH3:33])([CH3:32])[CH3:31])[CH2:26][CH2:25]3)[CH:8]=2)[CH:3]=1. The yield is 0.320. The catalyst is C(O)(C)(C)C.CC(=O)CC. The reactants are [Br:1][C:2]1[CH:3]=[C:4]2[C:9](=[CH:10][CH:11]=1)[CH:8]=[C:7]([OH:12])[CH:6]=[CH:5]2.C(=O)([O-])[O-].[Cs+].[Cs+].CS(O[C@H:24]1[CH2:29][CH2:28][C@H:27]([C:30]([CH3:33])([CH3:32])[CH3:31])[CH2:26][CH2:25]1)(=O)=O. (6) The reactants are [CH:1]([C:4]1[CH:9]=[CH:8][C:7]([OH:10])=[CH:6][C:5]=1[OH:11])([CH3:3])[CH3:2].[Br-:12].[Br-].[Br-].C([N+](C)(C)C)C1C=CC=CC=1.C([N+](C)(C)C)C1C=CC=CC=1.C([N+](C)(C)C)C1C=CC=CC=1. The catalyst is C(Cl)Cl. The product is [Br:12][C:8]1[CH:9]=[C:4]([CH:1]([CH3:3])[CH3:2])[C:5]([OH:11])=[CH:6][C:7]=1[OH:10]. The yield is 0.760. (7) The catalyst is CN(C)C=O. The product is [Cl:31][C:16]1[CH:17]=[C:18]([C:20]([NH:22][CH2:23][C:24]2[CH:29]=[CH:28][CH:27]=[C:26]([OH:30])[CH:25]=2)=[O:21])[CH:19]=[C:11]([Cl:10])[C:12]=1[C:13]([NH:42][C@H:41]([C:43]([O:45][CH3:46])=[O:44])[CH2:40][NH:39][C:37]([O:36][C:34]([CH3:47])([CH3:35])[CH3:33])=[O:38])=[O:15]. The reactants are C(N(C(C)C)CC)(C)C.[Cl:10][C:11]1[CH:19]=[C:18]([C:20]([NH:22][CH2:23][C:24]2[CH:29]=[CH:28][CH:27]=[C:26]([OH:30])[CH:25]=2)=[O:21])[CH:17]=[C:16]([Cl:31])[C:12]=1[C:13]([OH:15])=O.Cl.[CH3:33][C:34]([CH3:47])([O:36][C:37]([NH:39][CH2:40][C@@H:41]([C:43]([O:45][CH3:46])=[O:44])[NH2:42])=[O:38])[CH3:35].C1C=CC2N(O)N=NC=2C=1.CN(C(ON1N=NC2C=CC=CC1=2)=[N+](C)C)C.F[P-](F)(F)(F)(F)F. The yield is 0.730.